Dataset: Peptide-MHC class I binding affinity with 185,985 pairs from IEDB/IMGT. Task: Regression. Given a peptide amino acid sequence and an MHC pseudo amino acid sequence, predict their binding affinity value. This is MHC class I binding data. (1) The peptide sequence is TYFEEPAAF. The MHC is HLA-A24:03 with pseudo-sequence HLA-A24:03. The binding affinity (normalized) is 1.00. (2) The peptide sequence is FTSCELYHY. The MHC is HLA-A24:02 with pseudo-sequence HLA-A24:02. The binding affinity (normalized) is 0.0309. (3) The peptide sequence is IDATSTGNY. The MHC is HLA-A26:01 with pseudo-sequence HLA-A26:01. The binding affinity (normalized) is 0.357. (4) The peptide sequence is MSDLTFSEE. The MHC is HLA-B40:01 with pseudo-sequence HLA-B40:01. The binding affinity (normalized) is 0.0847.